From a dataset of Full USPTO retrosynthesis dataset with 1.9M reactions from patents (1976-2016). Predict the reactants needed to synthesize the given product. (1) Given the product [F:2][C:3]1[CH:4]=[C:5]([CH2:13][C:14]([NH:16][C:17]2[C:26]([CH3:27])=[CH:25][CH:24]=[C:23]3[C:18]=2[CH2:19][CH2:20][N:21]([C:37]([C@H:36]2[CH2:40][CH2:41][CH2:42][N:35]2[C:33]([O:32][C:28]([CH3:31])([CH3:30])[CH3:29])=[O:34])=[O:38])[CH2:22]3)=[O:15])[CH:6]=[CH:7][C:8]=1[C:9]([F:10])([F:12])[F:11], predict the reactants needed to synthesize it. The reactants are: Cl.[F:2][C:3]1[CH:4]=[C:5]([CH2:13][C:14]([NH:16][C:17]2[C:26]([CH3:27])=[CH:25][CH:24]=[C:23]3[C:18]=2[CH2:19][CH2:20][NH:21][CH2:22]3)=[O:15])[CH:6]=[CH:7][C:8]=1[C:9]([F:12])([F:11])[F:10].[C:28]([O:32][C:33]([N:35]1[CH2:42][CH2:41][CH2:40][C@@H:36]1[C:37](O)=[O:38])=[O:34])([CH3:31])([CH3:30])[CH3:29].F[P-](F)(F)(F)(F)F.C[N+](C)=C(N(C)C)ON1C2N=CC=CC=2N=N1.C(N(CC)C(C)C)(C)C.CN(C)C=O. (2) Given the product [C:1]([NH:4][C:5]1[C:6]([F:23])=[C:7]([C:12]2[N:17]=[C:16]([C:18]([OH:20])=[O:19])[CH:15]=[CH:14][C:13]=2[F:22])[C:8]([F:11])=[CH:9][CH:10]=1)(=[O:3])[CH3:2], predict the reactants needed to synthesize it. The reactants are: [C:1]([NH:4][C:5]1[C:6]([F:23])=[C:7]([C:12]2[N:17]=[C:16]([C:18]([O:20]C)=[O:19])[CH:15]=[CH:14][C:13]=2[F:22])[C:8]([F:11])=[CH:9][CH:10]=1)(=[O:3])[CH3:2].[Li+].[OH-]. (3) Given the product [C:42]([NH2:3])(=[O:43])[C:41]1[CH:45]=[CH:46][CH:38]=[N:39][CH:40]=1, predict the reactants needed to synthesize it. The reactants are: C([N:3](CC)CC)C.CN.F[P-](F)(F)(F)(F)F.N1(O[P+](N(C)C)(N(C)C)N(C)C)C2C=CC=CC=2N=N1.Cl[C:38]1[CH:46]=[CH:45][C:41]([C:42](O)=[O:43])=[C:40](NCC)[N:39]=1. (4) Given the product [O:24]1[CH:25]=[N:26][C:22]([C:18]2[CH:17]=[C:16]([CH:15]([NH:27][CH3:28])[CH2:14][N:11]3[CH2:12][CH2:13][C@H:9]([OH:8])[CH2:10]3)[CH:21]=[CH:20][CH:19]=2)=[N:23]1, predict the reactants needed to synthesize it. The reactants are: [Si]([O:8][C@H:9]1[CH2:13][CH2:12][N:11]([CH2:14][C@@H:15]([N:27](C)[C:28](=O)OCC2C=CC=CC=2)[C:16]2[CH:21]=[CH:20][CH:19]=[C:18]([C:22]3[N:26]=[CH:25][O:24][N:23]=3)[CH:17]=2)[CH2:10]1)(C(C)(C)C)(C)C. (5) Given the product [CH2:112]([O:111][C:109]([C:31]1[CH:9]=[N:8][N:33]([C@H:55]([C:49]2[CH:54]=[CH:53][CH:52]=[CH:51][CH:50]=2)[CH3:56])[CH:32]=1)=[O:110])[CH3:114], predict the reactants needed to synthesize it. The reactants are: C(OC([N:8]1C2C(=CC(CN3CCN(C(OC(C)(C)C)=O)CC3)=CC=2)C=[C:9]1[C:31]1[C:32](=O)[N:33](COCC[Si](C)(C)C)C=C(C(O)=O)C=1)=O)(C)(C)C.[C:49]1([C@H:55](O)[CH3:56])[CH:54]=[CH:53][CH:52]=[CH:51][CH:50]=1.C(OC(N1C2C(=CC(C(N3CCN(C)CC3)=O)=CC=2)C=C1C1C(=O)N(COCC[Si](C)(C)C)C=C(C(O)=O)C=1)=O)(C)(C)C.N([C:109]([O:111][CH:112]([CH3:114])C)=[O:110])=N[C:109]([O:111][CH:112](C)[CH3:114])=[O:110]. (6) The reactants are: [F:1][CH:2]([F:15])[C:3]1N(C)[C:7]([CH:10]([OH:12])[CH3:11])=[C:6]([OH:13])[C:5](=[O:14])[CH:4]=1.[OH-:16].[Na+].[CH:18]1[CH:23]=[CH:22][C:21]([CH2:24]Br)=[CH:20][CH:19]=1. Given the product [CH2:24]([O:13][C:6]1[C:5](=[O:14])[CH:4]=[C:3]([CH:2]([F:15])[F:1])[O:16][C:7]=1[CH:10]([OH:12])[CH3:11])[C:21]1[CH:22]=[CH:23][CH:18]=[CH:19][CH:20]=1, predict the reactants needed to synthesize it. (7) Given the product [S:20]1[CH:21]=[CH:22][CH:23]=[C:19]1[CH2:18][O:17][C:10](=[O:11])[O:9][C@@H:3]1[CH:4]2[CH2:5][CH2:6][N:1]([CH2:8][CH2:7]2)[CH2:2]1, predict the reactants needed to synthesize it. The reactants are: [N:1]12[CH2:8][CH2:7][CH:4]([CH2:5][CH2:6]1)[C@@H:3]([O:9][C:10](N1C=CN=C1)=[O:11])[CH2:2]2.[OH:17][CH2:18][C:19]1[S:20][CH:21]=[CH:22][CH:23]=1.